From a dataset of NCI-60 drug combinations with 297,098 pairs across 59 cell lines. Regression. Given two drug SMILES strings and cell line genomic features, predict the synergy score measuring deviation from expected non-interaction effect. (1) Drug 1: C1=NC2=C(N=C(N=C2N1C3C(C(C(O3)CO)O)F)Cl)N. Drug 2: C#CCC(CC1=CN=C2C(=N1)C(=NC(=N2)N)N)C3=CC=C(C=C3)C(=O)NC(CCC(=O)O)C(=O)O. Cell line: TK-10. Synergy scores: CSS=40.0, Synergy_ZIP=3.18, Synergy_Bliss=-0.242, Synergy_Loewe=-9.29, Synergy_HSA=-0.392. (2) Drug 1: CC=C1C(=O)NC(C(=O)OC2CC(=O)NC(C(=O)NC(CSSCCC=C2)C(=O)N1)C(C)C)C(C)C. Drug 2: C1C(C(OC1N2C=NC(=NC2=O)N)CO)O. Cell line: M14. Synergy scores: CSS=50.5, Synergy_ZIP=1.01, Synergy_Bliss=0.469, Synergy_Loewe=-13.8, Synergy_HSA=1.66. (3) Drug 1: CN(C)N=NC1=C(NC=N1)C(=O)N. Drug 2: C1=CC=C(C=C1)NC(=O)CCCCCCC(=O)NO. Cell line: KM12. Synergy scores: CSS=44.1, Synergy_ZIP=17.1, Synergy_Bliss=16.7, Synergy_Loewe=2.08, Synergy_HSA=20.7. (4) Drug 1: CN1CCC(CC1)COC2=C(C=C3C(=C2)N=CN=C3NC4=C(C=C(C=C4)Br)F)OC. Drug 2: CS(=O)(=O)OCCCCOS(=O)(=O)C. Cell line: UO-31. Synergy scores: CSS=22.0, Synergy_ZIP=-5.48, Synergy_Bliss=-1.75, Synergy_Loewe=-19.2, Synergy_HSA=0.240. (5) Drug 1: CC(C)(C1=NC(=CC=C1)N2C3=NC(=NC=C3C(=O)N2CC=C)NC4=CC=C(C=C4)N5CCN(CC5)C)O. Drug 2: CC1CCC2CC(C(=CC=CC=CC(CC(C(=O)C(C(C(=CC(C(=O)CC(OC(=O)C3CCCCN3C(=O)C(=O)C1(O2)O)C(C)CC4CCC(C(C4)OC)OP(=O)(C)C)C)C)O)OC)C)C)C)OC. Cell line: HT29. Synergy scores: CSS=58.9, Synergy_ZIP=6.74, Synergy_Bliss=9.45, Synergy_Loewe=12.4, Synergy_HSA=13.6.